From a dataset of Catalyst prediction with 721,799 reactions and 888 catalyst types from USPTO. Predict which catalyst facilitates the given reaction. Reactant: [C:1]([C:3]1[C:4]([NH2:9])=[N:5][CH:6]=[CH:7][CH:8]=1)#[CH:2].[CH3:10][C:11]1[N:16]=[C:15]([O:17][CH2:18][C:19]2[CH:24]=[CH:23][C:22]([CH2:25][C:26](Cl)=[N:27][OH:28])=[CH:21][CH:20]=2)[CH:14]=[CH:13][CH:12]=1.C(N(CC)CC)C. Product: [CH3:10][C:11]1[N:16]=[C:15]([O:17][CH2:18][C:19]2[CH:24]=[CH:23][C:22]([CH2:25][C:26]3[CH:2]=[C:1]([C:3]4[C:4]([NH2:9])=[N:5][CH:6]=[CH:7][CH:8]=4)[O:28][N:27]=3)=[CH:21][CH:20]=2)[CH:14]=[CH:13][CH:12]=1. The catalyst class is: 7.